The task is: Predict which catalyst facilitates the given reaction.. This data is from Catalyst prediction with 721,799 reactions and 888 catalyst types from USPTO. (1) Reactant: [CH3:1][C:2]1[O:6][N:5]=[C:4]([CH2:7][O:8][C:9]2[CH:14]=[CH:13][C:12]([N+:15]([O-])=O)=[CH:11][CH:10]=2)[N:3]=1.S(=O)(=O)(O)[O-].[Na+].C(=O)(O)[O-].[Na+].C([O-])([O-])=O.[K+].[K+]. Product: [CH3:1][C:2]1[O:6][N:5]=[C:4]([CH2:7][O:8][C:9]2[CH:14]=[CH:13][C:12]([NH2:15])=[CH:11][CH:10]=2)[N:3]=1. The catalyst class is: 20. (2) Reactant: [C:1]1([C@@H:7]([NH:9][C:10]([C:12]2[C:21]3[C:16](=[CH:17][CH:18]=[CH:19][CH:20]=3)[N:15]=[C:14]([C:22]3[CH:27]=[CH:26][CH:25]=[CH:24][CH:23]=3)[C:13]=2[CH2:28][N:29]2[CH2:34][CH2:33][N:32]([C:35](SC)=[CH:36][N+:37]([O-:39])=[O:38])[CH2:31][CH2:30]2)=[O:11])[CH3:8])[CH:6]=[CH:5][CH:4]=[CH:3][CH:2]=1.[NH:42]1[CH2:46][CH2:45][CH2:44][CH2:43]1. Product: [C:1]1([C@@H:7]([NH:9][C:10]([C:12]2[C:21]3[C:16](=[CH:17][CH:18]=[CH:19][CH:20]=3)[N:15]=[C:14]([C:22]3[CH:27]=[CH:26][CH:25]=[CH:24][CH:23]=3)[C:13]=2[CH2:28][N:29]2[CH2:34][CH2:33][N:32]([C:35]([N:42]3[CH2:46][CH2:45][CH2:44][CH2:43]3)=[CH:36][N+:37]([O-:39])=[O:38])[CH2:31][CH2:30]2)=[O:11])[CH3:8])[CH:6]=[CH:5][CH:4]=[CH:3][CH:2]=1. The catalyst class is: 10. (3) The catalyst class is: 4. Reactant: Br[CH2:2][C:3]1[C:7]2[CH:8]=[CH:9][C:10]([O:12][C:13]3[CH:20]=[CH:19][C:18]([F:21])=[CH:17][C:14]=3[C:15]#[N:16])=[CH:11][C:6]=2[O:5][N:4]=1.[NH:22]1[CH2:26][CH2:25][CH2:24][CH2:23]1. Product: [F:21][C:18]1[CH:19]=[CH:20][C:13]([O:12][C:10]2[CH:9]=[CH:8][C:7]3[C:3]([CH2:2][N:22]4[CH2:26][CH2:25][CH2:24][CH2:23]4)=[N:4][O:5][C:6]=3[CH:11]=2)=[C:14]([CH:17]=1)[C:15]#[N:16]. (4) Reactant: Cl.[CH3:2][O:3][C:4]1[CH:9]=[CH:8][CH:7]=[CH:6][C:5]=1[NH:10][NH2:11].C(O)(=O)C.[F:16][C:17]([F:25])([F:24])[C:18](=O)[CH2:19][C:20](=O)[CH3:21]. Product: [CH3:2][O:3][C:4]1[CH:9]=[CH:8][CH:7]=[CH:6][C:5]=1[N:10]1[C:20]([CH3:21])=[CH:19][C:18]([C:17]([F:25])([F:24])[F:16])=[N:11]1. The catalyst class is: 141. (5) Reactant: [H-].[Al+3].[Li+].[H-].[H-].[H-].[Cl:7][C:8]1[CH:9]=[C:10]([NH:14][C:15]([C:17]2[S:21][CH:20]=[N:19][C:18]=2[CH3:22])=O)[CH:11]=[CH:12][CH:13]=1.O.O.O.O.O.O.O.O.O.O.S([O-])([O-])(=O)=O.[Na+].[Na+]. Product: [Cl:7][C:8]1[CH:9]=[C:10]([CH:11]=[CH:12][CH:13]=1)[NH:14][CH2:15][C:17]1[S:21][CH:20]=[N:19][C:18]=1[CH3:22]. The catalyst class is: 76. (6) The catalyst class is: 67. Product: [Cl:1][C:2]1[CH:3]=[C:4]([NH:9][C:10]2[C:15]3=[C:16]([CH2:19][C@H:21]4[CH2:26][CH2:25][C@H:24]([OH:27])[CH2:23][CH2:22]4)[CH:17]=[CH:18][N:14]3[N:13]=[CH:12][N:11]=2)[CH:5]=[CH:6][C:7]=1[F:8]. Reactant: [Cl:1][C:2]1[CH:3]=[C:4]([NH:9][C:10]2[C:15]3=[C:16]([CH:19]([CH:21]4[CH2:26][CH2:25][CH:24]([O:27]C(C)([Si](C)(C)C)C)[CH2:23][CH2:22]4)O)[CH:17]=[CH:18][N:14]3[N:13]=[CH:12][N:11]=2)[CH:5]=[CH:6][C:7]=1[F:8].